From a dataset of CYP2D6 inhibition data for predicting drug metabolism from PubChem BioAssay. Regression/Classification. Given a drug SMILES string, predict its absorption, distribution, metabolism, or excretion properties. Task type varies by dataset: regression for continuous measurements (e.g., permeability, clearance, half-life) or binary classification for categorical outcomes (e.g., BBB penetration, CYP inhibition). Dataset: cyp2d6_veith. The compound is Cn1c(=O)c2c(nc(C(=N)SCC(=O)O)n2C)n(C)c1=O. The result is 0 (non-inhibitor).